This data is from Catalyst prediction with 721,799 reactions and 888 catalyst types from USPTO. The task is: Predict which catalyst facilitates the given reaction. (1) Reactant: [O:1]=[C:2]1[CH:7]([N:8]2[CH2:16][C:15]3[C:10](=[CH:11][CH:12]=[C:13]([CH2:17][NH:18]C(=O)C(C4C=C(C=CC=4)OCCN(C)C(=O)OC(C)(C)C)(F)F)[CH:14]=3)[C:9]2=[O:42])[CH2:6][CH2:5][C:4](=[O:43])[NH:3]1.[ClH:44]. Product: [ClH:44].[NH2:18][CH2:17][C:13]1[CH:14]=[C:15]2[C:10](=[CH:11][CH:12]=1)[C:9](=[O:42])[N:8]([CH:7]1[CH2:6][CH2:5][C:4](=[O:43])[NH:3][C:2]1=[O:1])[CH2:16]2. The catalyst class is: 12. (2) Reactant: [Cl:1][C:2]1[N:10]=[C:9](N)[N:8]=[C:7]2[C:3]=1[N:4]=[CH:5][N:6]2[CH:12]([CH3:14])[CH3:13].II.C(I)[I:18].N(OCCC(C)C)=O.C(=O)(O)[O-].[Na+]. Product: [Cl:1][C:2]1[N:10]=[C:9]([I:18])[N:8]=[C:7]2[C:3]=1[N:4]=[CH:5][N:6]2[CH:12]([CH3:14])[CH3:13]. The catalyst class is: 356. (3) Reactant: [CH3:1][O:2][C:3]1[CH:7]=[C:6]([C:8](OC)=[O:9])[O:5][N:4]=1.[BH4-].[Na+].O. Product: [CH3:1][O:2][C:3]1[CH:7]=[C:6]([CH2:8][OH:9])[O:5][N:4]=1. The catalyst class is: 8. (4) Product: [NH2:1][C:2]1[N:10]=[C:9]([O:11][CH2:12][CH2:13][O:14][CH3:15])[N:8]=[C:7]2[C:3]=1[NH:4][C:5](=[O:32])[N:6]2[CH2:16][C:17]1[CH:18]=[CH:19][C:20]([CH2:21][P:22](=[O:23])([OH:29])[OH:26])=[CH:30][CH:31]=1. Reactant: [NH2:1][C:2]1[N:10]=[C:9]([O:11][CH2:12][CH2:13][O:14][CH3:15])[N:8]=[C:7]2[C:3]=1[N:4]=[C:5]([O:32]C)[N:6]2[CH2:16][C:17]1[CH:31]=[CH:30][C:20]([CH2:21][P:22](=[O:29])([O:26]CC)[O:23]CC)=[CH:19][CH:18]=1.C[Si](Br)(C)C. The catalyst class is: 2. (5) The catalyst class is: 3. Reactant: [O:1]1[CH2:6][CH2:5][CH:4]([N:7]2[C:15]3[C:10](=[CH:11][CH:12]=[C:13]([N+:16]([O-])=O)[CH:14]=3)[C:9]([C:19]3[CH:26]=[CH:25][C:22]([C:23]#[N:24])=[CH:21][CH:20]=3)=[CH:8]2)[CH2:3][CH2:2]1.C([O-])([O-])=O.[Cs+].[Cs+].[N+](C1C=C2C(C(C3C=CC(C#N)=CC=3)=CN2)=CC=1)([O-])=O.CC1C=C[C:57]([S:60](OC2CCOCC2)(=[O:62])=[O:61])=CC=1.Cl. Product: [O:1]1[CH2:6][CH2:5][CH:4]([N:7]2[C:15]3[C:10](=[CH:11][CH:12]=[C:13]([NH:16][S:60]([CH3:57])(=[O:62])=[O:61])[CH:14]=3)[C:9]([C:19]3[CH:26]=[CH:25][C:22]([C:23]#[N:24])=[CH:21][CH:20]=3)=[CH:8]2)[CH2:3][CH2:2]1. (6) Reactant: [CH2:1]([O:3][C:4]([N:6]1[C:15]2[C:10](=[CH:11][C:12]([C:16]([F:19])([F:18])[F:17])=[CH:13][CH:14]=2)[CH:9]([CH:20]([C:24]2[CH:29]=[C:28]([C:30]([F:33])([F:32])[F:31])[CH:27]=[C:26]([C:34]([F:37])([F:36])[F:35])[CH:25]=2)[C:21]([OH:23])=[O:22])[CH2:8][CH:7]1[CH2:38][CH3:39])=[O:5])[CH3:2].[CH2:40](O)[CH3:41]. Product: [CH2:1]([O:3][C:4]([N:6]1[C:15]2[C:10](=[CH:11][C:12]([C:16]([F:17])([F:18])[F:19])=[CH:13][CH:14]=2)[CH:9]([CH:20]([C:24]2[CH:25]=[C:26]([C:34]([F:35])([F:37])[F:36])[CH:27]=[C:28]([C:30]([F:31])([F:32])[F:33])[CH:29]=2)[C:21]([O:23][CH2:40][CH3:41])=[O:22])[CH2:8][CH:7]1[CH2:38][CH3:39])=[O:5])[CH3:2]. The catalyst class is: 65. (7) The catalyst class is: 11. Reactant: [Cl:1][CH2:2][CH2:3][CH2:4][O:5][C:6]1[CH:15]=[C:14]2[C:9]([C:10](O)=[N:11][CH:12]=[N:13]2)=[CH:8][C:7]=1[O:17][CH3:18].P(Cl)(Cl)([Cl:21])=O. Product: [Cl:21][C:10]1[C:9]2[C:14](=[CH:15][C:6]([O:5][CH2:4][CH2:3][CH2:2][Cl:1])=[C:7]([O:17][CH3:18])[CH:8]=2)[N:13]=[CH:12][N:11]=1. (8) Reactant: [C:1]([O:5][C:6]([N:8]1[CH2:13][CH2:12][NH:11][CH2:10][CH2:9]1)=[O:7])([CH3:4])([CH3:3])[CH3:2].[N+:14]([C:17]1[CH:27]=[CH:26][C:20]([CH2:21][O:22][C:23](Cl)=[O:24])=[CH:19][CH:18]=1)([O-:16])=[O:15].C(N(CC)CC)C.C(OCC)(=O)C. The catalyst class is: 2. Product: [C:1]([O:5][C:6]([N:8]1[CH2:13][CH2:12][N:11]([C:23]([O:22][CH2:21][C:20]2[CH:19]=[CH:18][C:17]([N+:14]([O-:16])=[O:15])=[CH:27][CH:26]=2)=[O:24])[CH2:10][CH2:9]1)=[O:7])([CH3:4])([CH3:2])[CH3:3]. (9) Product: [OH:33][NH:32][C:25](=[NH:26])[C:24]1[CH:27]=[CH:28][C:21]([S:18]([N:14]2[C:15]3[C:11](=[CH:10][C:9]([C:6]4[CH:7]=[CH:8][C:3]([C:2]([F:30])([F:29])[F:1])=[CH:4][CH:5]=4)=[CH:17][CH:16]=3)[CH2:12][CH2:13]2)(=[O:20])=[O:19])=[CH:22][CH:23]=1. Reactant: [F:1][C:2]([F:30])([F:29])[C:3]1[CH:8]=[CH:7][C:6]([C:9]2[CH:10]=[C:11]3[C:15](=[CH:16][CH:17]=2)[N:14]([S:18]([C:21]2[CH:28]=[CH:27][C:24]([C:25]#[N:26])=[CH:23][CH:22]=2)(=[O:20])=[O:19])[CH2:13][CH2:12]3)=[CH:5][CH:4]=1.Cl.[NH2:32][OH:33].C(N(CC)CC)C. The catalyst class is: 83. (10) Reactant: C([C@@H]1CC[C@@H](C)C[C@H]1OC(=O)[NH:13][C@H:14]([C:19]1[CH:24]=[CH:23][CH:22]=[CH:21][N:20]=1)[C:15]([F:18])([F:17])[F:16])(C)C.C(O)(C(F)(F)F)=O.OS(C(F)(F)F)(=O)=O. Product: [F:18][C:15]([F:16])([F:17])[C@H:14]([NH2:13])[C:19]1[CH:24]=[CH:23][CH:22]=[CH:21][N:20]=1. The catalyst class is: 4.